Dataset: Forward reaction prediction with 1.9M reactions from USPTO patents (1976-2016). Task: Predict the product of the given reaction. (1) Given the reactants [CH:1]1([CH:5]=[C:6]2[CH2:15][CH2:14][C:13]3[CH:12]=[C:11]([C:16]([O:18]C)=[O:17])[CH:10]=[CH:9][C:8]=3[C:7]2=O)[CH2:4][CH2:3][CH2:2]1.Cl.[Cl:22][C:23]1[CH:30]=[C:29]([NH:31][NH2:32])[CH:28]=[CH:27][C:24]=1[C:25]#[N:26], predict the reaction product. The product is: [Cl:22][C:23]1[CH:30]=[C:29]([N:31]2[CH:5]([CH:1]3[CH2:4][CH2:3][CH2:2]3)[CH:6]3[C:7]([C:8]4[CH:9]=[CH:10][C:11]([C:16]([OH:18])=[O:17])=[CH:12][C:13]=4[CH2:14][CH2:15]3)=[N:32]2)[CH:28]=[CH:27][C:24]=1[C:25]#[N:26]. (2) Given the reactants Cl[CH:2]([CH2:5][C:6]1[CH:16]=[CH:15][C:9]2[N:10]=[C:11]([S:13][CH3:14])[S:12][C:8]=2[CH:7]=1)[CH:3]=O.[S:17]1[CH:21]=[CH:20][N:19]=[C:18]1[NH2:22].O, predict the reaction product. The product is: [S:17]1[CH:21]=[CH:20][N:19]2[C:2]([CH2:5][C:6]3[CH:16]=[CH:15][C:9]4[N:10]=[C:11]([S:13][CH3:14])[S:12][C:8]=4[CH:7]=3)=[CH:3][N:22]=[C:18]12. (3) Given the reactants [CH2:1]([CH:5](C(O)=O)[C:6]([OH:8])=[O:7])[CH2:2][CH2:3][CH3:4].[F:12][C:13]1[CH:20]=[CH:19][C:16]([CH:17]=O)=[CH:15][C:14]=1[CH3:21].N1CCCCC1.Cl, predict the reaction product. The product is: [F:12][C:13]1[CH:20]=[CH:19][C:16]([CH:17]=[C:5]([CH2:1][CH2:2][CH2:3][CH3:4])[C:6]([OH:8])=[O:7])=[CH:15][C:14]=1[CH3:21]. (4) The product is: [C:1]([O:5][C:6](=[O:19])[CH2:7][C:8]1[CH:13]=[CH:12][C:11]([NH2:14])=[C:10]([O:17][CH3:18])[CH:9]=1)([CH3:3])([CH3:4])[CH3:2]. Given the reactants [C:1]([O:5][C:6](=[O:19])[CH2:7][C:8]1[CH:13]=[CH:12][C:11]([N+:14]([O-])=O)=[C:10]([O:17][CH3:18])[CH:9]=1)([CH3:4])([CH3:3])[CH3:2].[NH4+].[Cl-], predict the reaction product. (5) Given the reactants [BH4-].[Na+].[C:3]([O:7][C:8]([N:10]1[C:14]([CH2:15][C:16]([O:18][CH2:19][CH3:20])=[O:17])=[CH:13][C:12](/[CH:21]=[C:22]2\[CH2:23][N:24]([C:29]([C:42]3[CH:47]=[CH:46][CH:45]=[CH:44][CH:43]=3)([C:36]3[CH:41]=[CH:40][CH:39]=[CH:38][CH:37]=3)[C:30]3[CH:35]=[CH:34][CH:33]=[CH:32][CH:31]=3)[CH2:25][CH2:26][C:27]\2=[O:28])=[N:11]1)=[O:9])([CH3:6])([CH3:5])[CH3:4], predict the reaction product. The product is: [C:3]([O:7][C:8]([N:10]1[C:14]([CH2:15][C:16]([O:18][CH2:19][CH3:20])=[O:17])=[CH:13][C:12](/[CH:21]=[C:22]2\[CH2:23][N:24]([C:29]([C:30]3[CH:31]=[CH:32][CH:33]=[CH:34][CH:35]=3)([C:42]3[CH:43]=[CH:44][CH:45]=[CH:46][CH:47]=3)[C:36]3[CH:37]=[CH:38][CH:39]=[CH:40][CH:41]=3)[CH2:25][CH2:26][CH:27]\2[OH:28])=[N:11]1)=[O:9])([CH3:4])([CH3:5])[CH3:6]. (6) Given the reactants [F:1][C:2]([F:14])([F:13])[C:3]1[CH:8]=[CH:7][C:6]([S:9](Cl)(=[O:11])=[O:10])=[CH:5][CH:4]=1.[C:15]1([NH:21][CH:22]2[CH2:27][CH2:26][N:25]([C:28]([O:30][CH2:31][C@@H:32]([N:40]([CH2:48][C:49]3[CH:54]=[CH:53][CH:52]=[CH:51][CH:50]=3)[CH2:41][C:42]3[CH:47]=[CH:46][CH:45]=[CH:44][CH:43]=3)[CH2:33][C:34]3[CH:39]=[CH:38][CH:37]=[CH:36][CH:35]=3)=[O:29])[CH2:24][CH2:23]2)[CH:20]=[CH:19][CH:18]=[CH:17][CH:16]=1, predict the reaction product. The product is: [C:15]1([N:21]([CH:22]2[CH2:27][CH2:26][N:25]([C:28]([O:30][CH2:31][C@@H:32]([N:40]([CH2:48][C:49]3[CH:50]=[CH:51][CH:52]=[CH:53][CH:54]=3)[CH2:41][C:42]3[CH:47]=[CH:46][CH:45]=[CH:44][CH:43]=3)[CH2:33][C:34]3[CH:35]=[CH:36][CH:37]=[CH:38][CH:39]=3)=[O:29])[CH2:24][CH2:23]2)[S:9]([C:6]2[CH:7]=[CH:8][C:3]([C:2]([F:14])([F:13])[F:1])=[CH:4][CH:5]=2)(=[O:11])=[O:10])[CH:20]=[CH:19][CH:18]=[CH:17][CH:16]=1. (7) Given the reactants Br[C:2]1[CH:11]=[CH:10][C:5]([C:6]([O:8][CH3:9])=[O:7])=[CH:4][C:3]=1[F:12].CN(C=O)C.C(N(CC)CC)C.[CH3:25][O:26][CH2:27][C:28]#[CH:29], predict the reaction product. The product is: [F:12][C:3]1[CH:4]=[C:5]([CH:10]=[CH:11][C:2]=1[C:29]#[C:28][CH2:27][O:26][CH3:25])[C:6]([O:8][CH3:9])=[O:7].